This data is from Peptide-MHC class I binding affinity with 185,985 pairs from IEDB/IMGT. The task is: Regression. Given a peptide amino acid sequence and an MHC pseudo amino acid sequence, predict their binding affinity value. This is MHC class I binding data. (1) The peptide sequence is FYRNISDPL. The MHC is HLA-A26:03 with pseudo-sequence HLA-A26:03. The binding affinity (normalized) is 0.0847. (2) The peptide sequence is TRLNAWVKVV. The MHC is HLA-A68:02 with pseudo-sequence HLA-A68:02. The binding affinity (normalized) is 0.